This data is from Reaction yield outcomes from USPTO patents with 853,638 reactions. The task is: Predict the reaction yield, written as a fraction of the theoretical maximum amount of product (1.0 means a 100% yield; for example, 0.34 means a 34% yield). The reactants are Br[C:2]1[S:6][C:5]([C:7]([S:10]([NH2:13])(=[O:12])=[O:11])([CH3:9])[CH3:8])=[N:4][CH:3]=1.[CH3:14][C:15]1[CH:16]=[C:17]([CH:19]=[C:20](B2OC(C)(C)C(C)(C)O2)[CH:21]=1)[NH2:18].CC(C1C=C(C(C)C)C(C2C=CC=CC=2P(C2CCCCC2)C2CCCCC2)=C(C(C)C)C=1)C.C(=O)([O-])[O-].[Cs+].[Cs+]. The catalyst is C1C=CC(/C=C/C(/C=C/C2C=CC=CC=2)=O)=CC=1.C1C=CC(/C=C/C(/C=C/C2C=CC=CC=2)=O)=CC=1.C1C=CC(/C=C/C(/C=C/C2C=CC=CC=2)=O)=CC=1.[Pd].[Pd]. The product is [NH2:18][C:17]1[CH:19]=[C:20]([C:2]2[S:6][C:5]([C:7]([S:10]([NH2:13])(=[O:12])=[O:11])([CH3:9])[CH3:8])=[N:4][CH:3]=2)[CH:21]=[C:15]([CH3:14])[CH:16]=1. The yield is 0.226.